This data is from Forward reaction prediction with 1.9M reactions from USPTO patents (1976-2016). The task is: Predict the product of the given reaction. (1) Given the reactants [C:1]([N:8]1[C@@H:12]([CH2:13][C:14]2[CH:19]=[CH:18][CH:17]=[CH:16][CH:15]=2)[CH2:11][O:10][C:9]1=[O:20])(=[O:7])[CH2:2][CH2:3][CH2:4][CH2:5][CH3:6].C[Si](C)(C)[N-][Si](C)(C)C.[Na+].Br[CH2:32][C:33]([O:35][CH3:36])=[O:34], predict the reaction product. The product is: [CH2:3]([C@@H:2]([C:1]([N:8]1[C@@H:12]([CH2:13][C:14]2[CH:19]=[CH:18][CH:17]=[CH:16][CH:15]=2)[CH2:11][O:10][C:9]1=[O:20])=[O:7])[CH2:32][C:33]([O:35][CH3:36])=[O:34])[CH2:4][CH2:5][CH3:6]. (2) Given the reactants [Cl:1][C:2]1[CH:7]=[C:6]([N+:8]([O-:10])=[O:9])[CH:5]=[C:4]([N+]([O-])=O)[CH:3]=1.[C:14]1([CH:21]=[CH:20][C:18]([OH:19])=[CH:17][CH:16]=1)[OH:15].C([O-])([O-])=O.[K+].[K+], predict the reaction product. The product is: [Cl:1][C:2]1[CH:3]=[C:4]([CH:5]=[C:6]([N+:8]([O-:10])=[O:9])[CH:7]=1)[O:15][C:14]1[CH:21]=[CH:20][C:18]([OH:19])=[CH:17][CH:16]=1. (3) Given the reactants [C:1]([O:5][C:6]([C:8]1[CH:13]=[CH:12][CH:11]=[CH:10][C:9]=1[C:14]1[CH:19]=[CH:18][C:17]([CH2:20][N:21]2[C:29]3[C:24](=[CH:25][C:26]([C:30](O)=[O:31])=[CH:27][CH:28]=3)[CH:23]=[C:22]2[CH3:33])=[CH:16][CH:15]=1)=[O:7])([CH3:4])([CH3:3])[CH3:2].[C:34]1([CH:40]([NH2:43])[CH2:41][CH3:42])[CH:39]=[CH:38][CH:37]=[CH:36][CH:35]=1, predict the reaction product. The product is: [CH3:33][C:22]1[N:21]([CH2:20][C:17]2[CH:18]=[CH:19][C:14]([C:9]3[C:8]([C:6]([O:5][C:1]([CH3:2])([CH3:3])[CH3:4])=[O:7])=[CH:13][CH:12]=[CH:11][CH:10]=3)=[CH:15][CH:16]=2)[C:29]2[C:24]([CH:23]=1)=[CH:25][C:26]([C:30](=[O:31])[NH:43][CH:40]([C:34]1[CH:39]=[CH:38][CH:37]=[CH:36][CH:35]=1)[CH2:41][CH3:42])=[CH:27][CH:28]=2. (4) The product is: [CH3:1][C:2]1[C:6]2[CH:7]=[CH:8][CH:9]=[CH:10][C:5]=2[O:4][C:3]=1[CH:11]([NH:13][S@@:14]([C:16]([CH3:17])([CH3:19])[CH3:18])=[O:15])[CH3:12]. Given the reactants [CH3:1][C:2]1[C:6]2[CH:7]=[CH:8][CH:9]=[CH:10][C:5]=2[O:4][C:3]=1[C:11](=[N:13][S@@:14]([C:16]([CH3:19])([CH3:18])[CH3:17])=[O:15])[CH3:12].B1C2CCCC1CCC2, predict the reaction product. (5) The product is: [CH2:1]([O:3][C:4]1[CH:9]=[CH:8][CH:7]=[CH:6][C:5]=1[S:10][C:11]1[CH:16]=[CH:15][C:14](/[CH:17]=[CH:18]/[C:19]([N:21]2[CH2:26][CH2:25][CH2:24][CH:23]([C:27]([OH:29])=[O:28])[CH2:22]2)=[O:20])=[CH:13][C:12]=1[Cl:32])[CH3:2]. Given the reactants [CH2:1]([O:3][C:4]1[CH:9]=[CH:8][CH:7]=[CH:6][C:5]=1[S:10][C:11]1[CH:16]=[CH:15][C:14](/[CH:17]=[CH:18]/[C:19]([N:21]2[CH2:26][CH2:25][CH2:24][CH:23]([C:27]([O:29]CC)=[O:28])[CH2:22]2)=[O:20])=[CH:13][C:12]=1[Cl:32])[CH3:2].[OH-].[Na+].[OH-].[K+], predict the reaction product. (6) Given the reactants CCCC[N+](CCCC)(CCCC)CCCC.[F-].C([Si](C)(C)[O:24][C:25]1[CH:30]=[CH:29][C:28]([C:31]2([OH:38])[CH2:36][CH2:35][C:34](=[O:37])[CH2:33][CH2:32]2)=[CH:27][CH:26]=1)(C)(C)C, predict the reaction product. The product is: [OH:38][C:31]1([C:28]2[CH:27]=[CH:26][C:25]([OH:24])=[CH:30][CH:29]=2)[CH2:32][CH2:33][C:34](=[O:37])[CH2:35][CH2:36]1. (7) Given the reactants [NH2:1][CH2:2][CH2:3][C@:4]1([C:9]2[CH:14]=[CH:13][CH:12]=[CH:11][N:10]=2)[CH2:6][C@@H:5]1[CH2:7]O.O=S(Cl)Cl, predict the reaction product. The product is: [N:10]1[CH:11]=[CH:12][CH:13]=[CH:14][C:9]=1[C@@:4]12[CH2:6][C@@H:5]1[CH2:7][NH:1][CH2:2][CH2:3]2. (8) Given the reactants [C:1]([O:5][C:6](=[O:29])[NH:7][C@H:8]1[CH2:13][CH2:12][C@@H:11]([N:14]=[N+]=[N-])[CH2:10][C@H:9]1[CH2:17][S:18]([C:21]1[CH:26]=[CH:25][C:24]([S:27][CH3:28])=[CH:23][CH:22]=1)(=[O:20])=[O:19])([CH3:4])([CH3:3])[CH3:2].[H][H], predict the reaction product. The product is: [C:1]([O:5][C:6](=[O:29])[NH:7][C@H:8]1[CH2:13][CH2:12][C@@H:11]([NH2:14])[CH2:10][C@H:9]1[CH2:17][S:18]([C:21]1[CH:26]=[CH:25][C:24]([S:27][CH3:28])=[CH:23][CH:22]=1)(=[O:20])=[O:19])([CH3:4])([CH3:3])[CH3:2]. (9) Given the reactants [CH:1]1([C:7]2[CH:13]=[CH:12][C:10]([NH2:11])=[CH:9][CH:8]=2)[CH2:6][CH2:5][CH2:4][CH2:3][CH2:2]1.[C:14]([O:17]C(=O)C)(=O)[CH3:15].[N+:21]([O-])([O-:23])=[O:22].[K+], predict the reaction product. The product is: [CH:1]1([C:7]2[CH:8]=[CH:9][C:10]([NH:11][C:14](=[O:17])[CH3:15])=[C:12]([N+:21]([O-:23])=[O:22])[CH:13]=2)[CH2:2][CH2:3][CH2:4][CH2:5][CH2:6]1.